This data is from Forward reaction prediction with 1.9M reactions from USPTO patents (1976-2016). The task is: Predict the product of the given reaction. (1) Given the reactants [CH:1]1([CH2:4][N:5]2[CH2:10][CH2:9][CH:8]([C:11]([N:13]3[CH2:17][C@H:16]([NH:18][CH3:19])[C@@H:15]([C:20]4[CH:25]=[CH:24][C:23]([Cl:26])=[C:22]([Cl:27])[CH:21]=4)[CH2:14]3)=[O:12])[CH2:7][CH2:6]2)[CH2:3][CH2:2]1.Cl[C:29]([O:31][CH2:32][CH2:33][CH2:34][CH3:35])=[O:30], predict the reaction product. The product is: [CH2:32]([O:31][C:29](=[O:30])[N:18]([C@@H:16]1[C@@H:15]([C:20]2[CH:25]=[CH:24][C:23]([Cl:26])=[C:22]([Cl:27])[CH:21]=2)[CH2:14][N:13]([C:11]([CH:8]2[CH2:9][CH2:10][N:5]([CH2:4][CH:1]3[CH2:3][CH2:2]3)[CH2:6][CH2:7]2)=[O:12])[CH2:17]1)[CH3:19])[CH2:33][CH2:34][CH3:35]. (2) Given the reactants [CH3:1][N:2]1[CH2:7][CH2:6][C:5](=O)[CH2:4][CH2:3]1.[CH2:9]([O:11][C:12]([CH:14]=P(C1C=CC=CC=1)(C1C=CC=CC=1)C1C=CC=CC=1)=[O:13])[CH3:10], predict the reaction product. The product is: [CH3:1][N:2]1[CH2:7][CH2:6][C:5](=[CH:14][C:12]([O:11][CH2:9][CH3:10])=[O:13])[CH2:4][CH2:3]1. (3) Given the reactants Br[C:2]1[CH:9]=[CH:8][C:7]([F:10])=[CH:6][C:3]=1[C:4]#[N:5].[F:11][C:12]1[CH:17]=[CH:16][C:15]([N+:18]([O-:20])=[O:19])=[CH:14][C:13]=1B1OC(C)(C)C(C)(C)O1.[F-].[K+].C(P(C(C)(C)C)C(C)(C)C)(C)(C)C, predict the reaction product. The product is: [F:10][C:7]1[CH:6]=[C:3]([C:4]#[N:5])[C:2]([C:13]2[CH:14]=[C:15]([N+:18]([O-:20])=[O:19])[CH:16]=[CH:17][C:12]=2[F:11])=[CH:9][CH:8]=1. (4) Given the reactants [Cl:1][C:2]1[N:7]=[CH:6][C:5]([C:8]([O:10][CH2:11][CH3:12])=[O:9])=[C:4]([NH:13][CH3:14])[C:3]=1[N+:15]([O-])=O.C(O)C, predict the reaction product. The product is: [NH2:15][C:3]1[C:4]([NH:13][CH3:14])=[C:5]([C:8]([O:10][CH2:11][CH3:12])=[O:9])[CH:6]=[N:7][C:2]=1[Cl:1].